From a dataset of Peptide-MHC class II binding affinity with 134,281 pairs from IEDB. Regression. Given a peptide amino acid sequence and an MHC pseudo amino acid sequence, predict their binding affinity value. This is MHC class II binding data. (1) The peptide sequence is VPEKYTIGATYAPEE. The MHC is HLA-DPA10301-DPB10402 with pseudo-sequence HLA-DPA10301-DPB10402. The binding affinity (normalized) is 0.0284. (2) The peptide sequence is QNQLIASGLVDSKFD. The MHC is DRB1_0101 with pseudo-sequence DRB1_0101. The binding affinity (normalized) is 0.390. (3) The peptide sequence is GVAQGGVFHTMWHVT. The MHC is HLA-DQA10201-DQB10303 with pseudo-sequence HLA-DQA10201-DQB10303. The binding affinity (normalized) is 0.424. (4) The MHC is DRB1_0701 with pseudo-sequence DRB1_0701. The binding affinity (normalized) is 0.105. The peptide sequence is ELAAVSVDCSEYPKP. (5) The peptide sequence is WQTLSAALDAQAVEL. The MHC is HLA-DQA10102-DQB10602 with pseudo-sequence HLA-DQA10102-DQB10602. The binding affinity (normalized) is 0.767. (6) The peptide sequence is IKDVLKYRWLNLSAN. The MHC is DRB1_0401 with pseudo-sequence DRB1_0401. The binding affinity (normalized) is 0.946. (7) The peptide sequence is LRLSSLMPCQAPRKS. The MHC is DRB1_0404 with pseudo-sequence DRB1_0404. The binding affinity (normalized) is 0.898. (8) The peptide sequence is QASLSTEWSPCSVT. The MHC is DRB1_0401 with pseudo-sequence DRB1_0401. The binding affinity (normalized) is 0.271.